From a dataset of Forward reaction prediction with 1.9M reactions from USPTO patents (1976-2016). Predict the product of the given reaction. (1) Given the reactants [F:1][C:2]1[CH:3]=[N:4][C:5]2[C:10]([C:11]=1[CH2:12][CH2:13][C:14]13[CH2:21][CH2:20][C:17]([NH:22][C:23](=[O:29])[O:24][C:25]([CH3:28])([CH3:27])[CH3:26])([CH2:18][CH2:19]1)[CH2:16][O:15]3)=[N:9][C:8]([OH:30])=[CH:7][CH:6]=2.Br[CH2:32][C:33]1([NH:36][C:37](=[O:46])[O:38][CH2:39][C:40]2[CH:45]=[CH:44][CH:43]=[CH:42][CH:41]=2)[CH2:35][CH2:34]1, predict the reaction product. The product is: [F:1][C:2]1[CH:3]=[N:4][C:5]2[C:10]([C:11]=1[CH2:12][CH2:13][C:14]13[CH2:19][CH2:18][C:17]([NH:22][C:23](=[O:29])[O:24][C:25]([CH3:27])([CH3:26])[CH3:28])([CH2:20][CH2:21]1)[CH2:16][O:15]3)=[N:9][C:8]([O:30][CH2:32][C:33]1([NH:36][C:37]([O:38][CH2:39][C:40]3[CH:45]=[CH:44][CH:43]=[CH:42][CH:41]=3)=[O:46])[CH2:34][CH2:35]1)=[CH:7][CH:6]=2. (2) Given the reactants [CH3:1][N:2]1[C:6]([CH:7]=[N:8]O)=[CH:5][C:4]([CH3:10])=[N:3]1, predict the reaction product. The product is: [CH3:1][N:2]1[C:6]([CH2:7][NH2:8])=[CH:5][C:4]([CH3:10])=[N:3]1. (3) Given the reactants [Cl:1][C:2]1[CH:7]=[C:6]([N:8]([CH3:29])[C:9]2[C:10]([CH:26]3[CH2:28][CH2:27]3)=[N:11][C:12]([N:17]3[CH2:22][CH2:21][NH:20][C@H:19]([CH:23]4[CH2:25][CH2:24]4)[CH2:18]3)=[C:13]([CH:16]=2)[C:14]#[N:15])[CH:5]=[CH:4][N:3]=1.[OH:30][CH2:31][CH2:32][C:33]([O-])=[O:34].[Na+].CN(C(ON1N=NC2C=CC=NC1=2)=[N+](C)C)C.F[P-](F)(F)(F)(F)F.CCN(C(C)C)C(C)C, predict the reaction product. The product is: [Cl:1][C:2]1[CH:7]=[C:6]([N:8]([CH3:29])[C:9]2[C:10]([CH:26]3[CH2:27][CH2:28]3)=[N:11][C:12]([N:17]3[CH2:22][CH2:21][N:20]([C:31](=[O:30])[CH2:32][CH2:33][OH:34])[C@H:19]([CH:23]4[CH2:25][CH2:24]4)[CH2:18]3)=[C:13]([CH:16]=2)[C:14]#[N:15])[CH:5]=[CH:4][N:3]=1.